From a dataset of Forward reaction prediction with 1.9M reactions from USPTO patents (1976-2016). Predict the product of the given reaction. (1) Given the reactants [F:1][C:2]1[CH:3]=[C:4]([CH:14]=[C:15]([F:17])[CH:16]=1)[CH2:5][NH:6][C:7](=[O:13])[CH:8]([CH3:12])[C:9]([OH:11])=[O:10].[CH2:18](C(C(OCC)=O)C(OCC)=O)[CH2:19]C, predict the reaction product. The product is: [F:1][C:2]1[CH:3]=[C:4]([CH:14]=[C:15]([F:17])[CH:16]=1)[CH2:5][NH:6][C:7](=[O:13])[CH:8]([CH2:12][CH2:18][CH3:19])[C:9]([OH:11])=[O:10]. (2) The product is: [CH2:21]([O:20][C:17]1[CH:16]=[CH:15][C:14]([CH:10]2[O:11][CH2:12][CH2:13][NH:8][CH2:9]2)=[CH:19][CH:18]=1)[CH2:22][CH2:23][CH2:24][CH2:25][CH2:26][CH2:27][CH3:28]. Given the reactants C([N:8]1[CH2:13][CH2:12][O:11][CH:10]([C:14]2[CH:19]=[CH:18][C:17]([O:20][CH2:21][CH2:22][CH2:23][CH2:24][CH2:25][CH2:26][CH2:27][CH3:28])=[CH:16][CH:15]=2)[CH2:9]1)C1C=CC=CC=1, predict the reaction product. (3) Given the reactants [N:1]([CH2:4][C@H:5]1[CH2:9][CH2:8][CH2:7][C@@H:6]1[NH:10][C:11](=[O:17])[O:12][C:13]([CH3:16])([CH3:15])[CH3:14])=[N+]=[N-], predict the reaction product. The product is: [NH2:1][CH2:4][C@H:5]1[CH2:9][CH2:8][CH2:7][C@@H:6]1[NH:10][C:11](=[O:17])[O:12][C:13]([CH3:15])([CH3:14])[CH3:16].